Dataset: Forward reaction prediction with 1.9M reactions from USPTO patents (1976-2016). Task: Predict the product of the given reaction. (1) Given the reactants [CH3:1][C:2]([CH3:24])([CH3:23])[CH2:3][CH2:4][C@H:5]1[CH2:10][C@@H:9]([C:11](=[O:18])[CH2:12][C:13](OCC)=[O:14])[CH2:8][CH2:7][N:6]1[C:19]([O:21][CH3:22])=[O:20].[OH-].[Na+].Cl.[NH2:28]O.Cl, predict the reaction product. The product is: [CH3:1][C:2]([CH3:24])([CH3:23])[CH2:3][CH2:4][C@H:5]1[CH2:10][C@H:9]([C:11]2[O:18][NH:28][C:13](=[O:14])[CH:12]=2)[CH2:8][CH2:7][N:6]1[C:19]([O:21][CH3:22])=[O:20]. (2) Given the reactants Cl.N[N:3]=[CH:4][C:5]1[CH:10]=[CH:9][C:8]([C:11]2[CH2:15][C:14]3([CH2:20][CH2:19][N:18]([CH2:21]C(OCC)=O)[CH2:17][CH2:16]3)[O:13][N:12]=2)=[CH:7][CH:6]=1.C(=O)([O-])[O-].[K+].[K+].BrC[CH2:35][CH2:36][CH2:37][C:38]([O:40][CH2:41][CH3:42])=[O:39].[I-].[K+], predict the reaction product. The product is: [C:4]([C:5]1[CH:10]=[CH:9][C:8]([C:11]2[CH2:15][C:14]3([CH2:16][CH2:17][N:18]([CH2:21][CH2:35][CH2:36][CH2:37][C:38]([O:40][CH2:41][CH3:42])=[O:39])[CH2:19][CH2:20]3)[O:13][N:12]=2)=[CH:7][CH:6]=1)#[N:3]. (3) Given the reactants Cl[C:2]1[CH:11]=[C:10]([C:12]([OH:14])=[O:13])[C:9]2[C:4](=[CH:5][CH:6]=[CH:7][CH:8]=2)[N:3]=1.[C:15]([C:18]1[CH:23]=[CH:22][C:21](B(O)O)=[CH:20][CH:19]=1)(=[O:17])[NH2:16].CN1CCN(C2N=CC=CC=2B2OC(C)(C)C(C)(C)O2)CC1.CN1CCN(C2N=CC(C3C=C(C(O)=O)C4C(=CC=CC=4)N=3)=CC=2)CC1, predict the reaction product. The product is: [C:15]([C:18]1[CH:23]=[CH:22][C:21]([C:2]2[CH:11]=[C:10]([C:12]([OH:14])=[O:13])[C:9]3[C:4](=[CH:5][CH:6]=[CH:7][CH:8]=3)[N:3]=2)=[CH:20][CH:19]=1)(=[O:17])[NH2:16]. (4) Given the reactants [CH2:1]([O:8][C:9]1[CH:14]=[CH:13][CH:12]=[C:11]([O:15][CH3:16])[C:10]=1[CH2:17][OH:18])[C:2]1[CH:7]=[CH:6][CH:5]=[CH:4][CH:3]=1.C[N+]1([O-])[CH2:25][CH2:24][O:23][CH2:22]C1, predict the reaction product. The product is: [CH2:1]([O:8][C:9]1[CH:14]=[CH:13][CH:12]=[C:11]([O:15][CH3:16])[C:10]=1[CH:17]([C:2]1[CH:1]=[CH:25][C:24]([O:23][CH3:22])=[CH:4][CH:3]=1)[OH:18])[C:2]1[CH:3]=[CH:4][CH:5]=[CH:6][CH:7]=1. (5) Given the reactants [F:1][C:2]([F:11])([F:10])[C:3]1[CH:9]=[CH:8][C:6]([NH2:7])=[CH:5][CH:4]=1.C(N(CC)CC)C.[CH:19]([C:21]1[CH:29]=[CH:28][C:24]([C:25](Cl)=[O:26])=[CH:23][CH:22]=1)=[O:20], predict the reaction product. The product is: [CH:19]([C:21]1[CH:29]=[CH:28][C:24]([C:25]([NH:7][C:6]2[CH:8]=[CH:9][C:3]([C:2]([F:10])([F:11])[F:1])=[CH:4][CH:5]=2)=[O:26])=[CH:23][CH:22]=1)=[O:20]. (6) Given the reactants [CH3:1][C:2]1[S:3][C:4]2[CH:10]=[C:9]([OH:11])[CH:8]=[CH:7][C:5]=2[N:6]=1.[CH2:12]([O:14][C:15](=[O:31])[CH2:16][N:17]1[C:25](=[O:26])[C:24]2[C:19](=[CH:20][CH:21]=[C:22]([N+]([O-])=O)[CH:23]=2)[C:18]1=[O:30])[CH3:13].C(=O)([O-])[O-].[K+].[K+], predict the reaction product. The product is: [CH2:12]([O:14][C:15](=[O:31])[CH2:16][N:17]1[C:25](=[O:26])[C:24]2[C:19](=[CH:20][CH:21]=[C:22]([O:11][C:9]3[CH:8]=[CH:7][C:5]4[N:6]=[C:2]([CH3:1])[S:3][C:4]=4[CH:10]=3)[CH:23]=2)[C:18]1=[O:30])[CH3:13].